Task: Predict the reactants needed to synthesize the given product.. Dataset: Full USPTO retrosynthesis dataset with 1.9M reactions from patents (1976-2016) Given the product [Si:22]([O:21][CH2:20][C@@H:12]1[C@@H:11]([O:29][Si:30]([C:33]([CH3:34])([CH3:35])[CH3:36])([CH3:31])[CH3:32])[CH2:10][C@H:9]([OH:8])[CH2:14][C@H:13]1[O:15][S:16]([CH3:19])(=[O:18])=[O:17])([C:25]([CH3:26])([CH3:27])[CH3:28])([CH3:24])[CH3:23], predict the reactants needed to synthesize it. The reactants are: C([O:8][C@@H:9]1[CH2:14][C@@H:13]([O:15][S:16]([CH3:19])(=[O:18])=[O:17])[C@H:12]([CH2:20][O:21][Si:22]([C:25]([CH3:28])([CH3:27])[CH3:26])([CH3:24])[CH3:23])[C@@H:11]([O:29][Si:30]([C:33]([CH3:36])([CH3:35])[CH3:34])([CH3:32])[CH3:31])[CH2:10]1)C1C=CC=CC=1.C([O-])=O.[NH4+].